Dataset: Catalyst prediction with 721,799 reactions and 888 catalyst types from USPTO. Task: Predict which catalyst facilitates the given reaction. (1) Reactant: [Br:1][C:2]1[S:6][C:5]([C:7]2[CH2:11][CH:10]([CH2:12][NH2:13])[O:9][N:8]=2)=[CH:4][CH:3]=1.C(N(C(C)C)CC)(C)C.CO.Cl[CH:26](Cl)[C:27](=[N:29][NH:30]S(C1C=CC(C)=CC=1)(=O)=O)[CH3:28]. Product: [Br:1][C:2]1[S:6][C:5]([C:7]2[CH2:11][CH:10]([CH2:12][N:13]3[CH:26]=[C:27]([CH3:28])[N:29]=[N:30]3)[O:9][N:8]=2)=[CH:4][CH:3]=1. The catalyst class is: 13. (2) Reactant: [NH:1]1[CH2:5][CH2:4][CH:3]([C:6]2[NH:7][C:8](=[O:17])[C:9]3[C:14]([CH:15]=2)=[C:13]([CH3:16])[CH:12]=[CH:11][CH:10]=3)[CH2:2]1.Br[CH:19]([OH:21])[CH3:20].C(=O)([O-])O.[Na+].C(C(C)=O)C. Product: [OH:21][CH2:19][CH2:20][N:1]1[CH2:5][CH2:4][CH:3]([C:6]2[NH:7][C:8](=[O:17])[C:9]3[C:14]([CH:15]=2)=[C:13]([CH3:16])[CH:12]=[CH:11][CH:10]=3)[CH2:2]1. The catalyst class is: 6. (3) Reactant: C1C=CC=CC=1.[Br:7][C:8]1[CH:15]=[C:14]([F:16])[C:13]([F:17])=[CH:12][C:9]=1[CH:10]=[O:11].[CH2:18](O)[CH2:19][CH2:20][OH:21].CC1C=CC(S(O)(=O)=O)=CC=1. Product: [Br:7][C:8]1[CH:15]=[C:14]([F:16])[C:13]([F:17])=[CH:12][C:9]=1[CH:10]1[O:21][CH2:20][CH2:19][CH2:18][O:11]1. The catalyst class is: 28.